From a dataset of NCI-60 drug combinations with 297,098 pairs across 59 cell lines. Regression. Given two drug SMILES strings and cell line genomic features, predict the synergy score measuring deviation from expected non-interaction effect. (1) Drug 1: CN(C)C1=NC(=NC(=N1)N(C)C)N(C)C. Drug 2: COCCOC1=C(C=C2C(=C1)C(=NC=N2)NC3=CC=CC(=C3)C#C)OCCOC.Cl. Cell line: HOP-92. Synergy scores: CSS=4.48, Synergy_ZIP=-1.35, Synergy_Bliss=-1.08, Synergy_Loewe=-6.25, Synergy_HSA=-1.78. (2) Drug 1: CCCCCOC(=O)NC1=NC(=O)N(C=C1F)C2C(C(C(O2)C)O)O. Drug 2: C1=CC=C(C(=C1)C(C2=CC=C(C=C2)Cl)C(Cl)Cl)Cl. Cell line: SN12C. Synergy scores: CSS=-8.95, Synergy_ZIP=5.86, Synergy_Bliss=-0.753, Synergy_Loewe=-9.64, Synergy_HSA=-9.79. (3) Drug 1: CC1=CC2C(CCC3(C2CCC3(C(=O)C)OC(=O)C)C)C4(C1=CC(=O)CC4)C. Drug 2: COCCOC1=C(C=C2C(=C1)C(=NC=N2)NC3=CC=CC(=C3)C#C)OCCOC.Cl. Cell line: SK-OV-3. Synergy scores: CSS=14.4, Synergy_ZIP=0.408, Synergy_Bliss=2.96, Synergy_Loewe=3.21, Synergy_HSA=3.70. (4) Drug 1: CCCCC(=O)OCC(=O)C1(CC(C2=C(C1)C(=C3C(=C2O)C(=O)C4=C(C3=O)C=CC=C4OC)O)OC5CC(C(C(O5)C)O)NC(=O)C(F)(F)F)O. Drug 2: CCC1(C2=C(COC1=O)C(=O)N3CC4=CC5=C(C=CC(=C5CN(C)C)O)N=C4C3=C2)O.Cl. Cell line: HT29. Synergy scores: CSS=49.4, Synergy_ZIP=4.77, Synergy_Bliss=4.70, Synergy_Loewe=-14.2, Synergy_HSA=5.77.